From a dataset of Reaction yield outcomes from USPTO patents with 853,638 reactions. Predict the reaction yield, written as a fraction of the theoretical maximum amount of product (1.0 means a 100% yield; for example, 0.34 means a 34% yield). (1) The reactants are [NH2:1][CH2:2][C:3]([C:6]1[CH:7]=[C:8]([NH:12][C:13](=[O:24])[C:14]2[CH:19]=[CH:18][C:17]([O:20][CH3:21])=[C:16]([O:22][CH3:23])[CH:15]=2)[CH:9]=[CH:10][CH:11]=1)([CH3:5])[CH3:4].[CH3:25][N:26]1[C:34]2[C:29](=[CH:30][CH:31]=[CH:32][CH:33]=2)[C:28]([C:35](Cl)=[O:36])=[N:27]1.N1C=CC=CC=1. The catalyst is C(Cl)Cl. The product is [CH3:23][O:22][C:16]1[CH:15]=[C:14]([CH:19]=[CH:18][C:17]=1[O:20][CH3:21])[C:13]([NH:12][C:8]1[CH:7]=[C:6]([C:3]([CH3:5])([CH3:4])[CH2:2][NH:1][C:35]([C:28]2[C:29]3[C:34](=[CH:33][CH:32]=[CH:31][CH:30]=3)[N:26]([CH3:25])[N:27]=2)=[O:36])[CH:11]=[CH:10][CH:9]=1)=[O:24]. The yield is 0.440. (2) The reactants are [Br:1][C:2]1[CH:3]=[C:4]([C:8]2[CH:16]=[CH:15][CH:14]=[C:13]3[C:9]=2[CH2:10][C:11](=[O:17])[NH:12]3)[CH:5]=[CH:6][CH:7]=1.[CH3:18][C:19]1[C:23]([C:24]([N:26]2[CH2:31][CH2:30][N:29]([CH3:32])[CH2:28][CH2:27]2)=[O:25])=[CH:22][NH:21][C:20]=1[CH:33]=O. The catalyst is C(O)C.N1CCCCC1. The product is [Br:1][C:2]1[CH:3]=[C:4]([C:8]2[CH:16]=[CH:15][CH:14]=[C:13]3[C:9]=2[C:10](=[CH:33][C:20]2[NH:21][CH:22]=[C:23]([C:24]([N:26]4[CH2:27][CH2:28][N:29]([CH3:32])[CH2:30][CH2:31]4)=[O:25])[C:19]=2[CH3:18])[C:11](=[O:17])[NH:12]3)[CH:5]=[CH:6][CH:7]=1. The yield is 0.490. (3) The reactants are [C:1]([C:5]1[CH:6]=[C:7]2[C:11](=[CH:12][C:13]=1[N+:14]([O-])=O)[NH:10][CH:9]=[CH:8]2)([CH3:4])([CH3:3])[CH3:2]. The catalyst is [Ni].CO. The product is [C:1]([C:5]1[CH:6]=[C:7]2[C:11](=[CH:12][C:13]=1[NH2:14])[NH:10][CH:9]=[CH:8]2)([CH3:4])([CH3:2])[CH3:3]. The yield is 0.870.